Dataset: Forward reaction prediction with 1.9M reactions from USPTO patents (1976-2016). Task: Predict the product of the given reaction. Given the reactants [F:1][CH:2]([F:37])[C:3]1[N:7]([C:8]2[N:13]=[C:12]([N:14]3[CH2:19][CH2:18][O:17][CH2:16][CH2:15]3)[N:11]=[C:10]([N:20]3[CH2:25][CH2:24][N:23]([S:26]([CH:29]=[CH2:30])(=[O:28])=[O:27])[CH2:22][CH2:21]3)[N:9]=2)[C:6]2[CH:31]=[CH:32][CH:33]=[C:34]([O:35][CH3:36])[C:5]=2[N:4]=1.[CH3:38][S:39]([N:42]1[CH2:47][CH2:46][NH:45][CH2:44][CH2:43]1)(=[O:41])=[O:40].C(Cl)Cl.CCOC(C)=O, predict the reaction product. The product is: [F:37][CH:2]([F:1])[C:3]1[N:7]([C:8]2[N:9]=[C:10]([N:20]3[CH2:21][CH2:22][N:23]([S:26]([CH2:29][CH2:30][N:45]4[CH2:46][CH2:47][N:42]([S:39]([CH3:38])(=[O:41])=[O:40])[CH2:43][CH2:44]4)(=[O:28])=[O:27])[CH2:24][CH2:25]3)[N:11]=[C:12]([N:14]3[CH2:15][CH2:16][O:17][CH2:18][CH2:19]3)[N:13]=2)[C:6]2[CH:31]=[CH:32][CH:33]=[C:34]([O:35][CH3:36])[C:5]=2[N:4]=1.